Task: Binary Classification. Given a miRNA mature sequence and a target amino acid sequence, predict their likelihood of interaction.. Dataset: Experimentally validated miRNA-target interactions with 360,000+ pairs, plus equal number of negative samples (1) The miRNA is hsa-miR-6742-5p with sequence AGUGGGGUGGGACCCAGCUGUU. The protein sequence of the target gene is MRTYRYFLLLFWVGQPYPTLSTPLSKRTSGFPAKKRALELSGNSKNELNRSKRSWMWNQFFLLEEYTGSDYQYVGKLHSDQDRGDGSLKYILSGDGAGDLFIINENTGDIQATKRLDREEKPVYILRAQAINRRTGRPVEPESEFIIKIHDINDNEPIFTKEVYTATVPEMSDVGTFVVQVTATDADDPTYGNSAKVVYSILQGQPYFSVESETGIIKTALLNMDRENREQYQVVIQAKDMGGQMGGLSGTTTVNITLTDVNDNPPRFPQSTYQFKTPESSPPGTPIGRIKASDADVGEN.... Result: 1 (interaction). (2) The protein sequence of the target gene is MSFRKVNIIIWVLAVVLFLLVLHHNFLSLSSLLKNDISDSGIVGLQPIDFVASAHQHPVSERQEEIPVVIAASEDRLGGTIAAINSVHQNTRSNVMFYIVTFNSTADHLRSWLNSGSLKSIRYKIVNFDTKLLEGKVKQDPDQGESMKPLTFARFYLPILVPSAKKAIYMDDDVIVQGDILALYNTPLKPGHAAAFSEDCDSASTKVIIRGAGNQYNYIGYLDYKKERIRKLSMKASTCSFNPGVFVANLTEWKRQNVTNQLEKWMKLNVEEGLYSRTLAGSITTPPLLIVFYQQHSTID.... Result: 1 (interaction). The miRNA is mmu-miR-3089-5p with sequence UGAGUUCAGGGACAGCGUGUCU.